This data is from Experimentally validated miRNA-target interactions with 360,000+ pairs, plus equal number of negative samples. The task is: Binary Classification. Given a miRNA mature sequence and a target amino acid sequence, predict their likelihood of interaction. The miRNA is hsa-miR-127-5p with sequence CUGAAGCUCAGAGGGCUCUGAU. The protein sequence of the target gene is MPPAQGYEFAAAKGPRDELGPSFPMASPPGLELKTLSNGPQAPRRSAPLGPVAPTREGVENACFSSEEHETHFQNPGNTRLGSSPSPPGGVSSLPRSQRDDLSLHSEEGPALEPVSRPVDYGFVSALVFLVSGILLVVTAYAIPREARVNPDTVTAREMERLEMYYARLGSHLDRCIIAGLGLLTVGGMLLSVLLMVSLCKGELYRRRTFVPGKGSRKTYGSINLRMRQLNGDGGQALVENEVVQVSETSHTLQRS. Result: 0 (no interaction).